This data is from Catalyst prediction with 721,799 reactions and 888 catalyst types from USPTO. The task is: Predict which catalyst facilitates the given reaction. (1) Reactant: [C:1](Cl)(=O)C.[Cl:5][C:6]1[CH:14]=[C:13]([OH:15])[C:12]([N+:16]([O-:18])=[O:17])=[CH:11][C:7]=1[C:8]([OH:10])=[O:9]. Product: [Cl:5][C:6]1[CH:14]=[C:13]([OH:15])[C:12]([N+:16]([O-:18])=[O:17])=[CH:11][C:7]=1[C:8]([O:10][CH3:1])=[O:9]. The catalyst class is: 5. (2) Reactant: [C:1]([O:5][C:6]([N:8]1[C:17]2[C:12](=[CH:13][CH:14]=[CH:15][CH:16]=2)[C:11](=[O:18])[CH2:10][C:9]1([CH3:20])[CH3:19])=[O:7])([CH3:4])([CH3:3])[CH3:2].I[CH3:22].[H-].[Na+]. Product: [C:1]([O:5][C:6]([N:8]1[C:17]2[C:12](=[CH:13][CH:14]=[CH:15][CH:16]=2)[C:11](=[O:18])[CH:10]([CH3:22])[C:9]1([CH3:20])[CH3:19])=[O:7])([CH3:4])([CH3:2])[CH3:3]. The catalyst class is: 3. (3) Reactant: [CH3:1][CH:2]([C:6]1[C:10]([CH:11]=O)=[CH:9][N:8]([C:13]2[CH:18]=[CH:17][C:16]([C:19]([F:22])([F:21])[F:20])=[CH:15][N:14]=2)[N:7]=1)[CH2:3][CH2:4][CH3:5].C(OP([CH2:31][C:32]([O:34][CH2:35][CH3:36])=[O:33])(OCC)=O)C.CN(C)C=O.[H-].[Na+]. Product: [CH3:1][CH:2]([C:6]1[C:10](/[CH:11]=[CH:31]/[C:32]([O:34][CH2:35][CH3:36])=[O:33])=[CH:9][N:8]([C:13]2[CH:18]=[CH:17][C:16]([C:19]([F:22])([F:21])[F:20])=[CH:15][N:14]=2)[N:7]=1)[CH2:3][CH2:4][CH3:5]. The catalyst class is: 6. (4) Reactant: [Cl:1][C:2]1[CH:10]=[CH:9][C:8]2[N:7]([CH2:11][C:12]([OH:14])=O)[C:6]3[CH2:15][CH2:16][N:17]([CH3:19])[CH2:18][C:5]=3[C:4]=2[CH:3]=1.C(Cl)(=O)C(Cl)=O.[CH3:26][CH:27]1[CH2:32][CH2:31][CH2:30][CH2:29][NH:28]1. Product: [Cl:1][C:2]1[CH:10]=[CH:9][C:8]2[N:7]([CH2:11][C:12]([N:28]3[CH2:29][CH2:30][CH2:31][CH2:32][CH:27]3[CH3:26])=[O:14])[C:6]3[CH2:15][CH2:16][N:17]([CH3:19])[CH2:18][C:5]=3[C:4]=2[CH:3]=1. The catalyst class is: 154. (5) Reactant: C([O:3][C:4]([C:6]1[N:7]([C:12]2[CH:17]=[CH:16][C:15]([C:18]#[N:19])=[CH:14][CH:13]=2)[N:8]=[CH:9][C:10]=1[CH3:11])=[O:5])C.[Li+].[OH-]. The catalyst class is: 56. Product: [C:18]([C:15]1[CH:14]=[CH:13][C:12]([N:7]2[C:6]([C:4]([OH:5])=[O:3])=[C:10]([CH3:11])[CH:9]=[N:8]2)=[CH:17][CH:16]=1)#[N:19]. (6) Reactant: [OH:1][CH2:2][C:3]1[CH:8]=[C:7]([NH:9]C(=O)C)[CH:6]=[CH:5][N:4]=1.ClC1C=CN=C(CO)C=1.C(N)(=O)C.CC1(C)C2C(=C(P(C3C=CC=CC=3)C3C=CC=CC=3)C=CC=2)OC2C(P(C3C=CC=CC=3)C3C=CC=CC=3)=CC=CC1=2. Product: [NH2:9][C:7]1[CH:6]=[CH:5][N:4]=[C:3]([CH2:2][OH:1])[CH:8]=1. The catalyst class is: 231. (7) Reactant: [OH-].[Li+].C[O:4][C:5](=[O:23])[C:6]1[CH:11]=[C:10]([S:12](=[O:17])(=[O:16])[N:13]([CH3:15])[CH3:14])[N:9]=[C:8]([NH:18][C@H:19]([CH2:21][CH3:22])[CH3:20])[CH:7]=1. Product: [C@@H:19]([NH:18][C:8]1[CH:7]=[C:6]([CH:11]=[C:10]([S:12](=[O:17])(=[O:16])[N:13]([CH3:14])[CH3:15])[N:9]=1)[C:5]([OH:23])=[O:4])([CH2:21][CH3:22])[CH3:20]. The catalyst class is: 1. (8) Reactant: [CH3:1][C:2]1[CH:7]=[CH:6][C:5]([NH:8][C:9]2[N:14]=[CH:13][C:12]([C:15]3[CH:20]=[CH:19][C:18]([O:21][C:22]([F:25])([F:24])[F:23])=[CH:17][CH:16]=3)=[CH:11][N:10]=2)=[CH:4][C:3]=1[N+:26]([O-])=O.O.O.Cl[Sn]Cl.[OH-].[Na+]. Product: [CH3:1][C:2]1[CH:7]=[CH:6][C:5]([NH:8][C:9]2[N:14]=[CH:13][C:12]([C:15]3[CH:16]=[CH:17][C:18]([O:21][C:22]([F:24])([F:25])[F:23])=[CH:19][CH:20]=3)=[CH:11][N:10]=2)=[CH:4][C:3]=1[NH2:26]. The catalyst class is: 33. (9) Reactant: [NH2:1][C:2]1[C:7]([NH-:8])=[C:6]([F:9])[C:5]([F:10])=[CH:4][CH:3]=1.[O:11]=[C:12]1[C:24]2[CH:23]=[CH:22][CH:21]=[C:20]([C:25](O)=O)[C:19]=2[C:18]2[C:13]1=[CH:14][CH:15]=[CH:16][CH:17]=2.C(=O)([O-])O.[Na+]. Product: [F:9][C:6]1[C:7]2[N:8]=[C:25]([C:20]3[C:19]4[C:18]5[C:13](=[CH:14][CH:15]=[CH:16][CH:17]=5)[C:12](=[O:11])[C:24]=4[CH:23]=[CH:22][CH:21]=3)[NH:1][C:2]=2[CH:3]=[CH:4][C:5]=1[F:10]. The catalyst class is: 86. (10) Product: [O:15]=[C:16]([OH:28])[C@@H:17]([C@H:19]([C@H:21]([C@@H:23]([C:25]([OH:27])=[O:26])[OH:24])[OH:22])[OH:20])[OH:18].[Cl:1][C:2]1[CH:3]=[C:4]([O:8][CH2:9][CH2:10][CH:11]([NH:13][CH3:14])[CH3:12])[CH:5]=[N:6][CH:7]=1.[Cl:1][C:2]1[CH:3]=[C:4]([O:8][CH2:9][CH2:10][CH:11]([NH:13][CH3:14])[CH3:12])[CH:5]=[N:6][CH:7]=1. The catalyst class is: 8. Reactant: [Cl:1][C:2]1[CH:3]=[C:4]([O:8][CH2:9][CH2:10][CH:11]([NH:13][CH3:14])[CH3:12])[CH:5]=[N:6][CH:7]=1.[O:15]=[C:16]([OH:28])[C@@H:17]([C@H:19]([C@H:21]([C@@H:23]([C:25]([OH:27])=[O:26])[OH:24])[OH:22])[OH:20])[OH:18].O.